From a dataset of Full USPTO retrosynthesis dataset with 1.9M reactions from patents (1976-2016). Predict the reactants needed to synthesize the given product. (1) The reactants are: C[O:2][C:3](=[O:33])[C@H:4]([CH2:17][C:18]1[CH:23]=[CH:22][C:21]([C:24]2[C:25](=[O:32])[N:26]([CH3:31])[CH:27]=[C:28]([Br:30])[CH:29]=2)=[CH:20][CH:19]=1)[NH:5][C:6]([C:8]1[CH:13]=[C:12]([O:14][CH3:15])[CH:11]=[CH:10][C:9]=1[Br:16])=[O:7].O.[OH-].[Li+].CO.C(O)(=O)C. Given the product [Br:16][C:9]1[CH:10]=[CH:11][C:12]([O:14][CH3:15])=[CH:13][C:8]=1[C:6]([NH:5][C@H:4]([C:3]([OH:33])=[O:2])[CH2:17][C:18]1[CH:19]=[CH:20][C:21]([C:24]2[C:25](=[O:32])[N:26]([CH3:31])[CH:27]=[C:28]([Br:30])[CH:29]=2)=[CH:22][CH:23]=1)=[O:7], predict the reactants needed to synthesize it. (2) The reactants are: [Cl:1][C:2]1[CH:3]=[C:4]([CH:8]=[CH:9][C:10]=1[CH2:11][N:12]1[CH2:17][CH2:16][CH:15]([NH:18][C:19]([C:21]2[O:22][C:23]3[C:28]([C:29](=[O:31])[CH:30]=2)=[CH:27][CH:26]=[C:25]([F:32])[CH:24]=3)=[O:20])[CH2:14][CH2:13]1)[C:5](O)=[O:6].C(Cl)Cl.C(Cl)(C(Cl)=O)=O.[N:42]1([CH2:47][CH2:48][NH2:49])[CH2:46][CH2:45][CH2:44][CH2:43]1. Given the product [Cl:1][C:2]1[CH:3]=[C:4]([C:5]([NH:49][CH2:48][CH2:47][N:42]2[CH2:46][CH2:45][CH2:44][CH2:43]2)=[O:6])[CH:8]=[CH:9][C:10]=1[CH2:11][N:12]1[CH2:13][CH2:14][CH:15]([NH:18][C:19]([C:21]2[O:22][C:23]3[C:28]([C:29](=[O:31])[CH:30]=2)=[CH:27][CH:26]=[C:25]([F:32])[CH:24]=3)=[O:20])[CH2:16][CH2:17]1, predict the reactants needed to synthesize it. (3) Given the product [C:18](=[O:19])([O:17][C:12]1[CH:13]=[CH:14][CH:15]=[CH:16][N:11]=1)[O:10][C:4]1([CH3:3])[CH2:9][CH2:8][CH2:7][O:6][CH2:5]1.[C:18](=[O:26])([O-:17])[O:19][C:20]1[C:25]([C:4]2([CH3:3])[CH2:9][CH2:8][CH2:7][O:6][CH2:5]2)=[CH:24][CH:23]=[CH:22][N:21]=1, predict the reactants needed to synthesize it. The reactants are: [H-].[Na+].[CH3:3][C:4]1([OH:10])[CH2:9][CH2:8][CH2:7][O:6][CH2:5]1.[N:11]1[CH:16]=[CH:15][CH:14]=[CH:13][C:12]=1[O:17][C:18](=[O:26])[O:19][C:20]1[CH:25]=[CH:24][CH:23]=[CH:22][N:21]=1. (4) Given the product [O:13]=[C:12]1[N:7]([C:1]2[CH:6]=[C:5]([CH:4]=[CH:3][CH:2]=2)[C:24]#[N:23])[CH:8]=[N:9][C:10]2[C:16]([C:17]3[CH:18]=[CH:19][CH:20]=[CH:21][CH:22]=3)=[CH:15][S:14][C:11]1=2, predict the reactants needed to synthesize it. The reactants are: [C:1]1([N:7]2[C:12](=[O:13])[C:11]3[S:14][CH:15]=[C:16]([C:17]4[CH:22]=[CH:21][CH:20]=[CH:19][CH:18]=4)[C:10]=3[N:9]=[CH:8]2)[CH:6]=[CH:5][CH:4]=[CH:3][CH:2]=1.[NH2:23][C:24]1C(C2C=CC=CC=2)=CSC=1C(OC)=O.C(OCC)(OCC)OCC.NC1C=C(C=CC=1)C#N. (5) The reactants are: [F:1][C:2]1([F:32])[CH2:7][CH2:6][CH:5]([CH2:8][C:9]2[N:13]3[C:14]([CH3:25])=[CH:15][C:16]([C:18](=[O:24])[N:19]([CH2:22][CH3:23])[CH2:20][CH3:21])=[CH:17][C:12]3=[N:11][C:10]=2[C:26](N(C)OC)=[O:27])[CH2:4][CH2:3]1.[CH:33]1([Mg]Br)[CH2:35][CH2:34]1. Given the product [CH:33]1([C:26]([C:10]2[N:11]=[C:12]3[CH:17]=[C:16]([C:18]([N:19]([CH2:22][CH3:23])[CH2:20][CH3:21])=[O:24])[CH:15]=[C:14]([CH3:25])[N:13]3[C:9]=2[CH2:8][CH:5]2[CH2:4][CH2:3][C:2]([F:1])([F:32])[CH2:7][CH2:6]2)=[O:27])[CH2:35][CH2:34]1, predict the reactants needed to synthesize it. (6) The reactants are: [CH3:1][O:2][C:3]1[CH:4]=[C:5]([CH:29]=[CH:30][CH:31]=1)[O:6][C:7]1[CH:8]=[C:9]2[C:14](=[CH:15][CH:16]=1)[N:13]1[C:17](=[O:20])[O:18][N:19]=[C:12]1[C@@H:11]([NH:21]C(=O)OC(C)(C)C)[CH2:10]2.[ClH:32]. Given the product [ClH:32].[NH2:21][C@H:11]1[CH2:10][C:9]2[C:14](=[CH:15][CH:16]=[C:7]([O:6][C:5]3[CH:29]=[CH:30][CH:31]=[C:3]([O:2][CH3:1])[CH:4]=3)[CH:8]=2)[N:13]2[C:17](=[O:20])[O:18][N:19]=[C:12]12, predict the reactants needed to synthesize it.